Dataset: Reaction yield outcomes from USPTO patents with 853,638 reactions. Task: Predict the reaction yield, written as a fraction of the theoretical maximum amount of product (1.0 means a 100% yield; for example, 0.34 means a 34% yield). (1) The yield is 0.700. The reactants are [NH2:1][C:2]1[CH:3]=[C:4]([N:8]2[C:13](=[O:14])[N:12]([CH2:15][C:16]3[CH:21]=[CH:20][C:19]([Cl:22])=[CH:18][CH:17]=3)[C:11](=[O:23])[C:10]([O:24][CH3:25])=[N:9]2)[CH:5]=[CH:6][CH:7]=1.CN(C=O)C.C(N(C(C)C)CC)(C)C.[CH3:40][O:41][CH2:42][C:43](Cl)=[O:44]. The product is [Cl:22][C:19]1[CH:20]=[CH:21][C:16]([CH2:15][N:12]2[C:11](=[O:23])[C:10]([O:24][CH3:25])=[N:9][N:8]([C:4]3[CH:3]=[C:2]([NH:1][C:43](=[O:44])[CH2:42][O:41][CH3:40])[CH:7]=[CH:6][CH:5]=3)[C:13]2=[O:14])=[CH:17][CH:18]=1. The catalyst is C(=O)([O-])[O-].[Na+].[Na+]. (2) The reactants are [CH3:1][C:2]([NH2:13])([CH3:12])[CH2:3][C:4]1[CH:9]=[CH:8][C:7]([O:10][CH3:11])=[CH:6][CH:5]=1.[ClH:14]. The catalyst is COC(C)(C)C.O1CCOCC1. The product is [ClH:14].[CH3:12][C:2]([NH2:13])([CH3:1])[CH2:3][C:4]1[CH:9]=[CH:8][C:7]([O:10][CH3:11])=[CH:6][CH:5]=1. The yield is 0.920. (3) The reactants are [CH2:1]1[S:3][CH:2]1[CH2:4]Cl.[C:6]([O:10][C:11](=[O:19])[NH:12][CH:13]1[CH2:18][CH2:17][NH:16][CH2:15][CH2:14]1)([CH3:9])([CH3:8])[CH3:7].C(=O)([O-])[O-].[K+].[K+]. The catalyst is CN(C)C=O. The product is [C:6]([O:10][C:11](=[O:19])[NH:12][CH:13]1[CH2:18][CH2:17][N:16]([CH2:4][CH:2]2[CH2:1][S:3]2)[CH2:15][CH2:14]1)([CH3:9])([CH3:7])[CH3:8]. The yield is 0.570. (4) The reactants are [F:1][C:2]1[C:10]([O:11]C)=[CH:9][CH:8]=[C:7]2[C:3]=1[CH:4]=[C:5]([CH3:13])[NH:6]2.B(Br)(Br)Br. The catalyst is C(Cl)Cl. The product is [F:1][C:2]1[C:10]([OH:11])=[CH:9][CH:8]=[C:7]2[C:3]=1[CH:4]=[C:5]([CH3:13])[NH:6]2. The yield is 0.700. (5) The reactants are [Cl:1][C:2]1[C:3]([O:10][C:11]2[CH:19]=[CH:18][C:14]([C:15]([NH2:17])=[O:16])=[CH:13][CH:12]=2)=[N:4][CH:5]=[C:6]([CH:8]=O)[CH:7]=1.[S:20]1[CH:24]=[CH:23][CH:22]=[C:21]1[CH2:25][CH2:26][NH2:27]. No catalyst specified. The product is [Cl:1][C:2]1[C:3]([O:10][C:11]2[CH:19]=[CH:18][C:14]([C:15]([NH2:17])=[O:16])=[CH:13][CH:12]=2)=[N:4][CH:5]=[C:6]([CH2:8][NH:27][CH2:26][CH2:25][C:21]2[S:20][CH:24]=[CH:23][CH:22]=2)[CH:7]=1. The yield is 0.360. (6) The product is [O:27]([C:2]1[N:3]=[C:4]2[C:10]([CH:11]=[O:12])=[CH:9][N:8]([CH2:13][O:14][CH2:15][CH2:16][Si:17]([CH3:20])([CH3:19])[CH3:18])[C:5]2=[N:6][CH:7]=1)[C:21]1[CH:26]=[CH:25][CH:24]=[CH:23][CH:22]=1. The reactants are Br[C:2]1[N:3]=[C:4]2[C:10]([CH:11]=[O:12])=[CH:9][N:8]([CH2:13][O:14][CH2:15][CH2:16][Si:17]([CH3:20])([CH3:19])[CH3:18])[C:5]2=[N:6][CH:7]=1.[C:21]1([OH:27])[CH:26]=[CH:25][CH:24]=[CH:23][CH:22]=1.[O-]P([O-])([O-])=O.[K+].[K+].[K+]. The catalyst is CC([O-])=O.CC([O-])=O.[Pd+2].C(P(C(C)(C)C)C1C=CC=CC=1C1C=CC=CC=1N(C)C)(C)(C)C. The yield is 0.610. (7) The product is [CH2:1]([NH:8][C:9]([N:10]1[CH2:11][C:12]2([CH2:14][CH2:13]2)[C:15](=[O:16])[N:17]2[CH:18]([CH2:41][C:42]3[CH:43]=[CH:44][C:54]([OH:56])=[CH:46][CH:47]=3)[C:19](=[O:20])[N:21]([CH2:22][C:23]3[C:32]4[C:31](=[CH:30][CH:29]=[CH:28][CH:27]=4)[CH:26]=[CH:25][CH:24]=3)[CH2:33][CH:34]12)=[O:53])[C:2]1[CH:7]=[CH:6][CH:5]=[CH:4][CH:3]=1. No catalyst specified. The yield is 0.290. The reactants are [CH2:1]([NH:8][C:9](=[O:53])[NH:10][CH2:11][C:12]1([C:15]([NH:17][C@@H:18]([CH2:41][C:42]2[CH:47]=[CH:46]C(OC(C)(C)C)=[CH:44][CH:43]=2)[C:19]([N:21]([CH2:33][CH:34](OCC)OCC)[CH2:22][C:23]2[C:32]3[C:27](=[CH:28][CH:29]=[CH:30][CH:31]=3)[CH:26]=[CH:25][CH:24]=2)=[O:20])=[O:16])[CH2:14][CH2:13]1)[C:2]1[CH:7]=[CH:6][CH:5]=[CH:4][CH:3]=1.[CH:54]([OH:56])=O.O. (8) The reactants are Br[CH2:2][C:3]([C:5]1[O:6][C:7]2[CH:14]=[CH:13][CH:12]=[CH:11][C:8]=2[C:9]=1[CH3:10])=[O:4].[C:15]1([OH:21])[CH:20]=[CH:19][CH:18]=[CH:17][CH:16]=1.C(=O)([O-])[O-].[K+].[K+].[Cl-].[NH4+]. The catalyst is CN(C)C=O. The product is [CH3:10][C:9]1[C:8]2[CH:11]=[CH:12][CH:13]=[CH:14][C:7]=2[O:6][C:5]=1[C:3](=[O:4])[CH2:2][O:21][C:15]1[CH:20]=[CH:19][CH:18]=[CH:17][CH:16]=1. The yield is 0.660.